Predict which catalyst facilitates the given reaction. From a dataset of Catalyst prediction with 721,799 reactions and 888 catalyst types from USPTO. (1) Reactant: [C:1]([O:5][C:6]([N:8]1[C:17]2[C:12](=[CH:13][CH:14]=[CH:15][CH:16]=2)[N:11]([C:18]2[CH:23]=[CH:22][C:21]([N:24]3[CH2:29][CH2:28][NH:27][CH2:26][CH2:25]3)=[CH:20][CH:19]=2)[CH2:10][CH2:9]1)=[O:7])([CH3:4])([CH3:3])[CH3:2].Cl[CH2:31][CH2:32][S:33](Cl)(=[O:35])=[O:34].C(N(CC)CC)C. Product: [C:1]([O:5][C:6]([N:8]1[C:17]2[C:12](=[CH:13][CH:14]=[CH:15][CH:16]=2)[N:11]([C:18]2[CH:23]=[CH:22][C:21]([N:24]3[CH2:29][CH2:28][N:27]([S:33]([CH:32]=[CH2:31])(=[O:35])=[O:34])[CH2:26][CH2:25]3)=[CH:20][CH:19]=2)[CH2:10][CH2:9]1)=[O:7])([CH3:4])([CH3:2])[CH3:3]. The catalyst class is: 4. (2) Reactant: [NH2:1][C:2]1[CH:3]=[C:4]2[C:8](=[CH:9][CH:10]=1)[N:7]([C:11](=[O:20])[CH2:12][N:13]1[CH2:18][CH2:17][N:16]([CH3:19])[CH2:15][CH2:14]1)[CH:6]=[CH:5]2.C[C:22]1[CH:30]=[C:29]([C:31]([O:33][CH3:34])=[O:32])[CH:28]=[C:27]2[C:23]=1/[C:24](=[C:39](/OC)\[C:40]1[CH:45]=[CH:44][CH:43]=[CH:42][CH:41]=1)/[C:25](=[O:38])[N:26]2[C:35](=O)C.[OH-].[K+]. Product: [CH3:35][N:26]1[C:27]2[C:23](=[CH:22][CH:30]=[C:29]([C:31]([O:33][CH3:34])=[O:32])[CH:28]=2)/[C:24](=[C:39](/[NH:1][C:2]2[CH:3]=[C:4]3[C:8](=[CH:9][CH:10]=2)[N:7]([C:11](=[O:20])[CH2:12][N:13]2[CH2:18][CH2:17][N:16]([CH3:19])[CH2:15][CH2:14]2)[CH:6]=[CH:5]3)\[C:40]2[CH:45]=[CH:44][CH:43]=[CH:42][CH:41]=2)/[C:25]1=[O:38]. The catalyst class is: 5. (3) Reactant: [OH:1][C:2]1[CH:9]=[CH:8][C:5]([CH:6]=O)=[CH:4][CH:3]=1.[NH:10]1[CH2:15][CH2:14][CH2:13][CH2:12][CH2:11]1.C(O[BH-](OC(=O)C)OC(=O)C)(=O)C.[Na+].C(=O)(O)[O-].[Na+]. Product: [N:10]1([CH2:6][C:5]2[CH:8]=[CH:9][C:2]([OH:1])=[CH:3][CH:4]=2)[CH2:15][CH2:14][CH2:13][CH2:12][CH2:11]1. The catalyst class is: 478. (4) Reactant: [Br:1][C:2]1[S:6][C:5]([C:7]([O:9]C)=O)=[C:4]([NH:11][C:12](=[O:17])[C:13](F)(F)F)[C:3]=1[CH3:18].[CH3:19]CN(C(C)C)C(C)C.NC1C(C)=C(Br)SC=1C(OC)=O.[C:40]([O:46][C:47]([C:49](F)(F)F)=O)(C(F)(F)F)=[O:41]. Product: [Br:1][C:2]1[S:6][C:5]2[C:7]([OH:9])=[C:13]([C:40]([O:46][CH2:47][CH3:49])=[O:41])[C:12](=[O:17])[N:11]([CH3:19])[C:4]=2[C:3]=1[CH3:18]. The catalyst class is: 366. (5) Reactant: C(N(C(C)C)C(C)C)C.Cl[CH2:11][O:12][CH2:13][C:14]1[CH:19]=[CH:18][CH:17]=[CH:16][CH:15]=1.[CH3:20][C:21]1[C:29]2[CH2:28][C:27]3([O:33][CH2:32][CH2:31][O:30]3)[CH2:26][CH2:25][C:24]=2[NH:23][N:22]=1.ClCCl. Product: [CH2:13]([O:12][CH2:11][N:23]1[C:24]2[CH2:25][CH2:26][C:27]3([O:30][CH2:31][CH2:32][O:33]3)[CH2:28][C:29]=2[C:21]([CH3:20])=[N:22]1)[C:14]1[CH:19]=[CH:18][CH:17]=[CH:16][CH:15]=1. The catalyst class is: 13. (6) Reactant: Br[CH2:2][C:3]1[CH:8]=[C:7]([CH3:9])[CH:6]=[CH:5][C:4]=1[F:10].[C-:11]#[N:12].[Na+].C1OCCOCCOCCOCCOC1. Product: [F:10][C:4]1[CH:5]=[CH:6][C:7]([CH3:9])=[CH:8][C:3]=1[CH2:2][C:11]#[N:12]. The catalyst class is: 10. (7) Reactant: CC1C=CC(S(O[CH2:12][CH:13]2[O:18][C:17]3[CH:19]=[C:20]([F:23])[CH:21]=[CH:22][C:16]=3[O:15][CH2:14]2)(=O)=O)=CC=1.[CH3:24][NH:25][CH3:26]. Product: [F:23][C:20]1[CH:21]=[CH:22][C:16]2[O:15][CH2:14][CH:13]([CH2:12][N:25]([CH3:26])[CH3:24])[O:18][C:17]=2[CH:19]=1. The catalyst class is: 10.